This data is from Catalyst prediction with 721,799 reactions and 888 catalyst types from USPTO. The task is: Predict which catalyst facilitates the given reaction. Reactant: [C:1]([C:3]1[C:11]2[C:6](=[CH:7][C:8]([O:12][CH3:13])=[CH:9][CH:10]=2)[N:5]([CH2:14][CH3:15])[C:4]=1[C:16]1[CH:24]=[CH:23][C:19]([C:20](O)=[O:21])=[CH:18][CH:17]=1)#[N:2].CN(C=O)C.C(Cl)(=O)C(Cl)=O.[NH:36]1[CH2:41][CH2:40][O:39][CH2:38][CH2:37]1. Product: [CH2:14]([N:5]1[C:6]2[C:11](=[CH:10][CH:9]=[C:8]([O:12][CH3:13])[CH:7]=2)[C:3]([C:1]#[N:2])=[C:4]1[C:16]1[CH:24]=[CH:23][C:19]([C:20]([N:36]2[CH2:41][CH2:40][O:39][CH2:38][CH2:37]2)=[O:21])=[CH:18][CH:17]=1)[CH3:15]. The catalyst class is: 2.